This data is from Reaction yield outcomes from USPTO patents with 853,638 reactions. The task is: Predict the reaction yield, written as a fraction of the theoretical maximum amount of product (1.0 means a 100% yield; for example, 0.34 means a 34% yield). (1) The reactants are [C:1]([C:5]1[CH:10]=[CH:9][C:8]([S:11]([NH:14][C:15]2[CH:16]=[C:17]3[C:21](=[CH:22][CH:23]=2)[NH:20][C:19]([C:24]([OH:26])=O)=[C:18]3[C:27]2[CH:32]=[CH:31][CH:30]=[C:29]([F:33])[CH:28]=2)(=[O:13])=[O:12])=[CH:7][CH:6]=1)([CH3:4])([CH3:3])[CH3:2].[NH2:34][CH2:35][CH2:36][N:37]1[CH2:42][CH2:41][O:40][CH2:39][CH2:38]1. The catalyst is ClCCl.CO. The product is [N:37]1([CH2:36][CH2:35][NH:34][C:24]([C:19]2[NH:20][C:21]3[C:17]([C:18]=2[C:27]2[CH:32]=[CH:31][CH:30]=[C:29]([F:33])[CH:28]=2)=[CH:16][C:15]([NH:14][S:11]([C:8]2[CH:9]=[CH:10][C:5]([C:1]([CH3:4])([CH3:2])[CH3:3])=[CH:6][CH:7]=2)(=[O:13])=[O:12])=[CH:23][CH:22]=3)=[O:26])[CH2:42][CH2:41][O:40][CH2:39][CH2:38]1. The yield is 0.320. (2) The reactants are [CH2:1]([O:8][C@@H:9]1[C@@H:17]([CH2:18][O:19][Si](C(C)(C)C)(C)C)[O:16][C@H:15]2[C@H:11]([N:12]=[C:13]([N:27]([CH3:35])[C:28](=[O:34])[O:29][C:30]([CH3:33])([CH3:32])[CH3:31])[S:14]2)[C@H:10]1[O:36][CH2:37][C:38]1[CH:43]=[CH:42][CH:41]=[CH:40][CH:39]=1)[C:2]1[CH:7]=[CH:6][CH:5]=[CH:4][CH:3]=1.CCCC[N+](CCCC)(CCCC)CCCC.[F-]. The catalyst is C1COCC1. The product is [CH2:1]([O:8][C@@H:9]1[C@@H:17]([CH2:18][OH:19])[O:16][C@H:15]2[C@H:11]([N:12]=[C:13]([N:27]([CH3:35])[C:28](=[O:34])[O:29][C:30]([CH3:32])([CH3:31])[CH3:33])[S:14]2)[C@H:10]1[O:36][CH2:37][C:38]1[CH:39]=[CH:40][CH:41]=[CH:42][CH:43]=1)[C:2]1[CH:3]=[CH:4][CH:5]=[CH:6][CH:7]=1. The yield is 0.910. (3) The reactants are [NH2:1][C:2]1[S:3][C:4]2[CH:10]=[C:9]([C:11]3[CH:12]=[C:13]([N:23]4[CH:28]=[CH:27][C:26](=[O:29])[NH:25][C:24]4=[O:30])[CH:14]=[C:15]([C:19]([CH3:22])([CH3:21])[CH3:20])[C:16]=3[O:17][CH3:18])[CH:8]=[CH:7][C:5]=2[N:6]=1.N(O[C:34](C)([CH3:36])[CH3:35])=O. The catalyst is C(#N)C.[Cu](Cl)Cl. The product is [C:19]([C:15]1[CH:14]=[C:13]([N:23]2[CH:28]=[CH:27][C:26](=[O:29])[NH:25][C:24]2=[O:30])[CH:12]=[C:11]([C:9]2[CH:8]=[CH:7][C:5]3[N:6]=[C:2]([NH:1][CH2:35][CH2:34][CH3:36])[S:3][C:4]=3[CH:10]=2)[C:16]=1[O:17][CH3:18])([CH3:22])([CH3:21])[CH3:20]. The yield is 0.820.